This data is from Blood-brain barrier permeability classification from the B3DB database. The task is: Regression/Classification. Given a drug SMILES string, predict its absorption, distribution, metabolism, or excretion properties. Task type varies by dataset: regression for continuous measurements (e.g., permeability, clearance, half-life) or binary classification for categorical outcomes (e.g., BBB penetration, CYP inhibition). Dataset: b3db_classification. (1) The compound is CN1[C@H]2CC[C@@H]1CC(OC(=O)[C@@H](CO)c1ccccc1)C2. The result is 1 (penetrates BBB). (2) The compound is C[C@@H](Cc1ccccc1)NCCC1c2ccccc2Sc2ccccc21. The result is 1 (penetrates BBB). (3) The drug is CCCN(CC1CC1)c1nc(C)nc2c1CCN2c1ccc(Cl)cc1Cl. The result is 1 (penetrates BBB). (4) The molecule is O=C(O)[C@@H]1C[C@H](CP(=O)(O)O)CCN1. The result is 1 (penetrates BBB). (5) The result is 0 (does not penetrate BBB). The molecule is CC(=O)OCC1=C(C(=O)O)N2C(=O)C(NC(=O)Cc3cccs3)C2SC1. (6) The result is 1 (penetrates BBB). The drug is CCOC(=O)Nc1cc2c(c(N)n1)N=C(CN(C)c1ccc(OC)cc1)CN2.